This data is from Full USPTO retrosynthesis dataset with 1.9M reactions from patents (1976-2016). The task is: Predict the reactants needed to synthesize the given product. (1) Given the product [CH2:1]([O:8][C:9]1[CH:10]=[CH:11][C:12]([C:15](=[O:17])/[CH:16]=[CH:23]/[N:24]([CH3:26])[CH3:25])=[CH:13][CH:14]=1)[C:2]1[CH:3]=[CH:4][CH:5]=[CH:6][CH:7]=1, predict the reactants needed to synthesize it. The reactants are: [CH2:1]([O:8][C:9]1[CH:14]=[CH:13][C:12]([C:15](=[O:17])[CH3:16])=[CH:11][CH:10]=1)[C:2]1[CH:7]=[CH:6][CH:5]=[CH:4][CH:3]=1.C(O[CH:23](N(C)C)[N:24]([CH3:26])[CH3:25])(C)(C)C. (2) Given the product [CH3:27][C:21]1[C:20]([C:12]([OH:13])([C:14]2[N:18]([CH3:19])[N:17]=[N:16][CH:15]=2)[C:9]2[CH:10]=[C:11]3[C:6](=[CH:7][CH:8]=2)[N:5]=[C:4]([O:28][CH3:29])[C:3]([CH2:30][C:31]2[CH:36]=[CH:35][C:34]([C:37]([F:40])([F:38])[F:39])=[CH:33][CH:32]=2)=[C:2]3[C:76]#[N:78])=[CH:25][CH:24]=[C:23]([CH3:26])[N:22]=1, predict the reactants needed to synthesize it. The reactants are: Cl[C:2]1[C:11]2[C:6](=[CH:7][CH:8]=[C:9]([C:12]([C:20]3[C:21]([CH3:27])=[N:22][C:23]([CH3:26])=[CH:24][CH:25]=3)([C:14]3[N:18]([CH3:19])[N:17]=[N:16][CH:15]=3)[OH:13])[CH:10]=2)[N:5]=[C:4]([O:28][CH3:29])[C:3]=1[CH2:30][C:31]1[CH:36]=[CH:35][C:34]([C:37]([F:40])([F:39])[F:38])=[CH:33][CH:32]=1.C1(P(C2CCCCC2)C2C=CC=CC=2C2C(C(C)C)=CC(C(C)C)=CC=2C(C)C)CCCCC1.C[C:76]([N:78](C)C)=O. (3) Given the product [Br:3][C:4]1[CH:9]=[N:8][CH:7]=[C:6]([CH2:10][O:11][CH2:12][CH3:13])[CH:5]=1, predict the reactants needed to synthesize it. The reactants are: [OH-].[K+].[Br:3][C:4]1[CH:5]=[C:6]([CH2:10][OH:11])[CH:7]=[N:8][CH:9]=1.[CH2:12](I)[CH3:13]. (4) Given the product [O:14]1[C:10]2([CH2:15][CH2:16][C:7]([B:19]3[O:23][C:22]([CH3:25])([CH3:24])[C:21]([CH3:27])([CH3:26])[O:20]3)=[CH:8][CH2:9]2)[O:11][CH2:12][CH2:13]1, predict the reactants needed to synthesize it. The reactants are: FC(F)(F)S(O[C:7]1[CH2:16][CH2:15][C:10]2([O:14][CH2:13][CH2:12][O:11]2)[CH2:9][CH:8]=1)(=O)=O.[B:19]1([B:19]2[O:23][C:22]([CH3:25])([CH3:24])[C:21]([CH3:27])([CH3:26])[O:20]2)[O:23][C:22]([CH3:25])([CH3:24])[C:21]([CH3:27])([CH3:26])[O:20]1.CC([O-])=O.[K+]. (5) Given the product [OH:1][CH2:2][CH2:3][CH2:4][C:5]1[C:6](=[O:19])[CH:7]=[C:8]([CH2:11][O:12][CH:13]2[CH2:18][CH2:17][CH2:16][CH2:15][O:14]2)[NH:21][CH:10]=1, predict the reactants needed to synthesize it. The reactants are: [OH:1][CH2:2][CH2:3][CH2:4][C:5]1[C:6](=[O:19])[CH:7]=[C:8]([CH2:11][O:12][CH:13]2[CH2:18][CH2:17][CH2:16][CH2:15][O:14]2)O[CH:10]=1.O.[NH4+:21].